From a dataset of Catalyst prediction with 721,799 reactions and 888 catalyst types from USPTO. Predict which catalyst facilitates the given reaction. (1) Reactant: [Cl:1][C:2]1[N:7]=[C:6](SC)[N:5]=[C:4]([NH:10][C:11]2[NH:15][N:14]=[C:13]([CH3:16])[CH:12]=2)[CH:3]=1.O[O:18][S:19]([O-:21])=O.[K+].[C:23](=O)(O)[O-]. Product: [Cl:1][C:2]1[N:7]=[C:6]([S:19]([CH3:23])(=[O:21])=[O:18])[N:5]=[C:4]([NH:10][C:11]2[NH:15][N:14]=[C:13]([CH3:16])[CH:12]=2)[CH:3]=1. The catalyst class is: 24. (2) Reactant: [CH3:1][C:2]1[S:12][C:5]2[N:6]=[C:7]([CH3:11])[CH:8]=[C:9]([NH2:10])[C:4]=2[C:3]=1[C:13]1[CH:18]=[CH:17][CH:16]=[C:15]([O:19][CH3:20])[CH:14]=1.[Li+].C[Si]([N-][Si](C)(C)C)(C)C.[Cl:31][C:32]1[CH:42]=[CH:41][CH:40]=[CH:39][C:33]=1[CH2:34][S:35](Cl)(=[O:37])=[O:36]. Product: [Cl:31][C:32]1[CH:42]=[CH:41][CH:40]=[CH:39][C:33]=1[CH2:34][S:35]([NH:10][C:9]1[CH:8]=[C:7]([CH3:11])[N:6]=[C:5]2[S:12][C:2]([CH3:1])=[C:3]([C:13]3[CH:18]=[CH:17][CH:16]=[C:15]([O:19][CH3:20])[CH:14]=3)[C:4]=12)(=[O:37])=[O:36]. The catalyst class is: 20. (3) Reactant: Br[C:2]1[CH:7]=[CH:6][C:5]([F:8])=[CH:4][C:3]=1[CH3:9].[NH2:10][C:11]1[CH:16]=[CH:15][C:14]([C:17]([C:19]2[CH:24]=[C:23]([C:25]([N:27]3[CH2:32][CH2:31][O:30][CH2:29][CH2:28]3)=[O:26])[CH:22]=[CH:21][C:20]=2[CH3:33])=[O:18])=[C:13]([Cl:34])[CH:12]=1.C1C=CC(P(C2C=CC3C(=CC=CC=3)C=2C2C3C(=CC=CC=3)C=CC=2P(C2C=CC=CC=2)C2C=CC=CC=2)C2C=CC=CC=2)=CC=1.C([O-])([O-])=O.[Cs+].[Cs+]. Product: [Cl:34][C:13]1[CH:12]=[C:11]([NH:10][C:2]2[CH:7]=[CH:6][C:5]([F:8])=[CH:4][C:3]=2[CH3:9])[CH:16]=[CH:15][C:14]=1[C:17]([C:19]1[CH:24]=[C:23]([C:25]([N:27]2[CH2:32][CH2:31][O:30][CH2:29][CH2:28]2)=[O:26])[CH:22]=[CH:21][C:20]=1[CH3:33])=[O:18]. The catalyst class is: 62. (4) Product: [Br:1][C:2]1[CH:3]=[CH:4][C:5]([S:8]([CH:9]2[CH2:14][CH2:13][O:12][CH2:11][CH2:10]2)(=[O:15])=[O:26])=[CH:6][CH:7]=1. The catalyst class is: 6. Reactant: [Br:1][C:2]1[CH:7]=[CH:6][C:5]([S:8][CH:9]2[CH2:14][CH2:13][O:12][CH2:11][CH2:10]2)=[CH:4][CH:3]=1.[OH:15]OS([O-])=O.[K+].C1COCC1.[OH2:26]. (5) Reactant: C([O:4][C:5]1[CH:6]=[C:7]([CH:10]=[C:11]([O:13]C(=O)C)[CH:12]=1)[CH:8]=O)(=O)C.[OH:17][C:18]1[CH:23]=[CH:22][C:21]([CH2:24]C(O)=O)=[CH:20][CH:19]=1.N1CCCCC1.CC1NC=CN=1.C[O-].[Na+]. Product: [C:7]1([CH:8]=[CH:24][C:21]2[CH:22]=[CH:23][C:18]([OH:17])=[CH:19][CH:20]=2)[CH:6]=[C:5]([OH:4])[CH:12]=[C:11]([OH:13])[CH:10]=1. The catalyst class is: 83. (6) Reactant: [ClH:1].[CH3:2]N(C)C=O.C([O-])([O-])OCC.[CH2:13]([NH:20][C:21]1[C:26]([NH2:27])=[C:25](Cl)[N:24]=[CH:23][N:22]=1)[C:14]1[CH:19]=[CH:18][CH:17]=[CH:16][CH:15]=1.C(N(CC)CC)C. Product: [Cl:1][C:23]1[N:22]=[C:21]2[C:26]([N:27]=[CH:2][N:20]2[CH2:13][C:14]2[CH:19]=[CH:18][CH:17]=[CH:16][CH:15]=2)=[CH:25][N:24]=1. The catalyst class is: 12.